Dataset: Reaction yield outcomes from USPTO patents with 853,638 reactions. Task: Predict the reaction yield, written as a fraction of the theoretical maximum amount of product (1.0 means a 100% yield; for example, 0.34 means a 34% yield). (1) The reactants are [C:1]([O:5][C:6]([C@@:8]1([NH:18][S:19]([N:22]2[CH2:26]COC2=O)(=[O:21])=[O:20])[C@@H:10]([C:11]2[CH:16]=[CH:15][CH:14]=[CH:13][CH:12]=2)[C@H:9]1[CH3:17])=[O:7])([CH3:4])([CH3:3])[CH3:2].C([CH:32]1[CH2:37]NC[CH2:34][N:33]1[C:38]([OH:40])=[O:39])(C)(C)C. No catalyst specified. The product is [C:1]([O:40][C:38]([N:33]1[CH2:32][CH2:37][N:22]([S:19](=[O:20])(=[O:21])[NH:18][C@:8]2([C:6]([O:5][C:1]([CH3:3])([CH3:2])[CH3:4])=[O:7])[C@@H:10]([C:11]3[CH:16]=[CH:15][CH:14]=[CH:13][CH:12]=3)[C@H:9]2[CH3:17])[CH2:26][CH2:34]1)=[O:39])([CH3:4])([CH3:3])[CH3:2]. The yield is 0.790. (2) The reactants are Cl[C:2]1[C:3]2[C:10]([C:11]3[CH:16]=[CH:15][CH:14]=[CH:13][CH:12]=3)=[C:9]([C:17]3[CH:22]=[CH:21][CH:20]=[CH:19][CH:18]=3)[O:8][C:4]=2[N:5]=[CH:6][N:7]=1.[NH2:23][CH2:24][CH2:25][C:26]1[CH:32]=[CH:31][C:29]([NH2:30])=[CH:28][CH:27]=1. The catalyst is C(O)CCC. The product is [NH2:30][C:29]1[CH:31]=[CH:32][C:26]([CH2:25][CH2:24][NH:23][C:2]2[C:3]3[C:10]([C:11]4[CH:16]=[CH:15][CH:14]=[CH:13][CH:12]=4)=[C:9]([C:17]4[CH:22]=[CH:21][CH:20]=[CH:19][CH:18]=4)[O:8][C:4]=3[N:5]=[CH:6][N:7]=2)=[CH:27][CH:28]=1. The yield is 0.740. (3) The reactants are [C:1]([OH:9])(=[O:8])[CH2:2][CH2:3][CH2:4][CH2:5][C:6]#[CH:7].[Li]CCCC.[CH3:15][Si:16](Cl)([CH3:18])[CH3:17]. The catalyst is C1COCC1. The product is [CH3:15][Si:16]([CH3:18])([CH3:17])[C:7]#[C:6][CH2:5][CH2:4][CH2:3][CH2:2][C:1]([OH:9])=[O:8]. The yield is 0.920. (4) The reactants are C1(P(C2C=CC=CC=2)C2C=CC=CC=2)C=CC=CC=1.N(C(OC(C)C)=O)=NC(OC(C)C)=O.[Br:34][C:35]1[CH:40]=[CH:39][C:38]([C@@H:41]2[CH2:44][C@H:43]([OH:45])[CH2:42]2)=[C:37]([O:46][CH3:47])[CH:36]=1.[N+](C1C=CC(C(O)=O)=CC=1)([O-])=O.[OH-].[Na+]. The catalyst is O1CCCC1. The product is [Br:34][C:35]1[CH:40]=[CH:39][C:38]([C@H:41]2[CH2:42][C@H:43]([OH:45])[CH2:44]2)=[C:37]([O:46][CH3:47])[CH:36]=1. The yield is 0.540. (5) The reactants are [CH3:1][C:2]1[CH:7]=[CH:6][CH:5]=[C:4]([CH3:8])[C:3]=1[N:9]1[CH2:13][CH2:12][N:11]=[C:10]1[C:14]1[CH:19]=[CH:18][C:17]([I:20])=[CH:16][CH:15]=1.[O-][Mn](=O)(=O)=O.[K+]. The catalyst is C(#N)C. The product is [CH3:8][C:4]1[CH:5]=[CH:6][CH:7]=[C:2]([CH3:1])[C:3]=1[N:9]1[CH:13]=[CH:12][N:11]=[C:10]1[C:14]1[CH:15]=[CH:16][C:17]([I:20])=[CH:18][CH:19]=1. The yield is 0.518.